This data is from Forward reaction prediction with 1.9M reactions from USPTO patents (1976-2016). The task is: Predict the product of the given reaction. (1) Given the reactants C([O:3][C:4]1[N:5]([C:27]2[CH:32]=[CH:31][CH:30]=[C:29]([C:33]([F:36])([F:35])[F:34])[CH:28]=2)[C:6]([CH3:26])=[C:7]([C:9]2[N:13]([C:14]3[CH:21]=[CH:20][C:17]([C:18]#[N:19])=[CH:16][C:15]=3[S:22]([CH3:25])(=[O:24])=[O:23])[N:12]=[CH:11][CH:10]=2)[N:8]=1)C, predict the reaction product. The product is: [CH3:25][S:22]([C:15]1[CH:16]=[C:17]([CH:20]=[CH:21][C:14]=1[N:13]1[C:9]([C:7]2[NH:8][C:4](=[O:3])[N:5]([C:27]3[CH:32]=[CH:31][CH:30]=[C:29]([C:33]([F:34])([F:36])[F:35])[CH:28]=3)[C:6]=2[CH3:26])=[CH:10][CH:11]=[N:12]1)[C:18]#[N:19])(=[O:23])=[O:24]. (2) The product is: [CH3:1][O:2][C:3]([C:4]1[CH2:5][CH:6]([C:7]2[S:8][C:9]([Br:12])=[CH:10][CH:11]=2)[N:23]([C:18]2[CH:19]=[CH:20][CH:21]=[CH:22][C:17]=2[Cl:16])[N:24]=1)=[O:14]. Given the reactants [CH3:1][O:2][C:3](=[O:14])[C:4](=O)[CH:5]=[CH:6][C:7]1[S:8][C:9]([Br:12])=[CH:10][CH:11]=1.Cl.[Cl:16][C:17]1[CH:22]=[CH:21][CH:20]=[CH:19][C:18]=1[NH:23][NH2:24], predict the reaction product. (3) Given the reactants [C:1]1([CH2:9][OH:10])[C:2]([CH2:7][OH:8])=[CH:3][CH:4]=[CH:5][CH:6]=1.N1C=CN=C1.[C:16]([Si:20]([CH3:23])([CH3:22])Cl)([CH3:19])([CH3:18])[CH3:17], predict the reaction product. The product is: [Si:20]([O:8][CH2:7][C:2]1[CH:3]=[CH:4][CH:5]=[CH:6][C:1]=1[CH2:9][OH:10])([C:16]([CH3:19])([CH3:18])[CH3:17])([CH3:23])[CH3:22]. (4) Given the reactants [F:1][C:2]1[C:3]([C:9]2[N:13]([CH:14]3[CH2:19][CH2:18][O:17][CH2:16][CH2:15]3)[C:12]([CH3:20])=[N:11][CH:10]=2)=[N:4][C:5]([NH2:8])=[N:6][CH:7]=1.[N:21]1([C:25]([C:27]2[CH:32]=[CH:31][C:30](Br)=[CH:29][N:28]=2)=[O:26])[CH2:24][CH2:23][CH2:22]1, predict the reaction product. The product is: [N:21]1([C:25]([C:27]2[N:28]=[CH:29][C:30]([NH:8][C:5]3[N:4]=[C:3]([C:9]4[N:13]([CH:14]5[CH2:19][CH2:18][O:17][CH2:16][CH2:15]5)[C:12]([CH3:20])=[N:11][CH:10]=4)[C:2]([F:1])=[CH:7][N:6]=3)=[CH:31][CH:32]=2)=[O:26])[CH2:24][CH2:23][CH2:22]1. (5) Given the reactants [CH3:1][O:2][C:3]1[C:4]([O:23][CH3:24])=[CH:5][C:6]2[NH:12][C:11](=[O:13])[CH2:10][N:9]=[C:8]([C:14]3[CH:15]=[C:16]([CH:19]=[CH:20][CH:21]=3)[C:17]#[N:18])[C:7]=2[CH:22]=1.[H-].[Na+].I[CH2:28][CH3:29], predict the reaction product. The product is: [CH2:28]([N:12]1[C:6]2[CH:5]=[C:4]([O:23][CH3:24])[C:3]([O:2][CH3:1])=[CH:22][C:7]=2[C:8]([C:14]2[CH:15]=[C:16]([CH:19]=[CH:20][CH:21]=2)[C:17]#[N:18])=[N:9][CH2:10][C:11]1=[O:13])[CH3:29].